This data is from Reaction yield outcomes from USPTO patents with 853,638 reactions. The task is: Predict the reaction yield, written as a fraction of the theoretical maximum amount of product (1.0 means a 100% yield; for example, 0.34 means a 34% yield). (1) The reactants are [CH3:1][O:2][C:3]1[CH:8]=[CH:7][C:6]([NH:9][C:10]2[C:19]3[C:14](=[CH:15][CH:16]=[C:17]([C:20](=[O:23])[NH:21][CH3:22])[CH:18]=3)[N:13]=[CH:12][C:11]=2[C:24]([OH:26])=[O:25])=[CH:5][CH:4]=1.C([N:30]([CH2:34]C)[CH:31]([CH3:33])[CH3:32])(C)C.ClC[CH:38](C1C=CC=CC=1)[S:39](C)(=[O:41])=[O:40].O1C[CH2:52][CH2:51][CH2:50]1. No catalyst specified. The product is [CH3:1][O:2][C:3]1[CH:8]=[CH:7][C:6]([NH:9][C:10]2[C:19]3[C:14](=[CH:15][CH:16]=[C:17]([C:20](=[O:23])[NH:21][CH3:22])[CH:18]=3)[N:13]=[CH:12][C:11]=2[C:24]([O:26][CH2:34][N:30]([S:39]([CH3:38])(=[O:41])=[O:40])[C:31]2[CH:32]=[CH:52][CH:51]=[CH:50][CH:33]=2)=[O:25])=[CH:5][CH:4]=1. The yield is 0.130. (2) The reactants are Br[C:2]1[CH:7]=[C:6]([C:8]2([C:19]3[CH:24]=[C:23]([CH3:25])[C:22]([O:26][CH3:27])=[C:21]([CH3:28])[CH:20]=3)[C:16]3[C:11](=[C:12]([F:17])[CH:13]=[CH:14][CH:15]=3)[C:10]([NH2:18])=[N:9]2)[CH:5]=[CH:4][N:3]=1.[N:29]1[CH:34]=[C:33](B(O)O)[CH:32]=[N:31][CH:30]=1. No catalyst specified. The product is [F:17][C:12]1[CH:13]=[CH:14][CH:15]=[C:16]2[C:11]=1[C:10]([NH2:18])=[N:9][C:8]2([C:19]1[CH:24]=[C:23]([CH3:25])[C:22]([O:26][CH3:27])=[C:21]([CH3:28])[CH:20]=1)[C:6]1[CH:5]=[CH:4][N:3]=[C:2]([C:33]2[CH:34]=[N:29][CH:30]=[N:31][CH:32]=2)[CH:7]=1. The yield is 0.0500. (3) The reactants are C([O:8][C:9]1[CH:14]=[CH:13][C:12]([CH:15]([C:17]2[CH:22]=[CH:21][CH:20]=[CH:19][N:18]=2)O)=[CH:11][C:10]=1[O:23][CH:24]([CH3:26])[CH3:25])C1C=CC=CC=1.C([SiH](CC)CC)C. The catalyst is FC(F)(F)C(O)=O. The product is [CH:24]([O:23][C:10]1[CH:11]=[C:12]([CH2:15][C:17]2[CH:22]=[CH:21][CH:20]=[CH:19][N:18]=2)[CH:13]=[CH:14][C:9]=1[OH:8])([CH3:26])[CH3:25]. The yield is 0.530. (4) The reactants are [Cl:1][C:2]1[C:3]([O:12][C:13]2[CH:18]=[C:17]([O:19][CH2:20][CH2:21][CH:22]3[O:26][CH2:25][CH2:24][O:23]3)[CH:16]=[CH:15][C:14]=2/[CH:27]=[CH:28]/[C:29]([O:31]CC)=[O:30])=[N:4][CH:5]=[C:6]([C:8]([F:11])([F:10])[F:9])[CH:7]=1.[OH-].[Na+].O1CCCC1. The catalyst is C(O)C. The product is [Cl:1][C:2]1[C:3]([O:12][C:13]2[CH:18]=[C:17]([O:19][CH2:20][CH2:21][CH:22]3[O:26][CH2:25][CH2:24][O:23]3)[CH:16]=[CH:15][C:14]=2/[CH:27]=[CH:28]/[C:29]([OH:31])=[O:30])=[N:4][CH:5]=[C:6]([C:8]([F:10])([F:9])[F:11])[CH:7]=1. The yield is 0.830. (5) The reactants are Br[C:2]1[CH:7]=[CH:6][C:5]([O:8][C:9]2[CH:10]=[C:11]([CH:16]=[C:17]([O:19][CH:20]([CH3:22])[CH3:21])[CH:18]=2)[C:12]([O:14][CH3:15])=[O:13])=[CH:4][CH:3]=1.[CH3:23][C:24]1[C:28](B(O)O)=[C:27]([CH3:32])[O:26][N:25]=1.C(=O)([O-])[O-].[Na+].[Na+]. The catalyst is C1C=CC([P]([Pd]([P](C2C=CC=CC=2)(C2C=CC=CC=2)C2C=CC=CC=2)([P](C2C=CC=CC=2)(C2C=CC=CC=2)C2C=CC=CC=2)[P](C2C=CC=CC=2)(C2C=CC=CC=2)C2C=CC=CC=2)(C2C=CC=CC=2)C2C=CC=CC=2)=CC=1.C(COC)OC. The product is [CH3:23][C:24]1[C:28]([C:2]2[CH:7]=[CH:6][C:5]([O:8][C:9]3[CH:10]=[C:11]([CH:16]=[C:17]([O:19][CH:20]([CH3:22])[CH3:21])[CH:18]=3)[C:12]([O:14][CH3:15])=[O:13])=[CH:4][CH:3]=2)=[C:27]([CH3:32])[O:26][N:25]=1. The yield is 0.430. (6) The reactants are N(OCC(C)C)=O.N[C:9]1[CH:32]=[C:31]([C:33]([O:35][C:36]([CH3:39])([CH3:38])[CH3:37])=[O:34])[CH:30]=[CH:29][C:10]=1[O:11][C:12]1[C:21]([Br:22])=[C:20]2[C:15]([CH:16]([C:23]([O:25][CH2:26][CH3:27])=[O:24])[CH2:17][CH2:18][O:19]2)=[CH:14][C:13]=1[Cl:28]. The catalyst is CN(C)C=O. The product is [Br:22][C:21]1[C:12]([O:11][C:10]2[CH:9]=[CH:32][C:31]([C:33]([O:35][C:36]([CH3:37])([CH3:39])[CH3:38])=[O:34])=[CH:30][CH:29]=2)=[C:13]([Cl:28])[CH:14]=[C:15]2[C:20]=1[O:19][CH2:18][CH2:17][CH:16]2[C:23]([O:25][CH2:26][CH3:27])=[O:24]. The yield is 0.170. (7) The reactants are [NH2:1][C:2]1[CH:3]=[C:4]([CH:7]=[CH:8][CH:9]=1)[CH2:5][OH:6].[C:10](=[O:13])([O-])[O-].[K+].[K+].Br[CH2:17][C:18]([C:20]1[CH:25]=[CH:24][C:23](Cl)=[CH:22][CH:21]=1)=[O:19]. The catalyst is CN(C=O)C. The product is [OH:6][CH2:5][C:4]1[CH:3]=[C:2]([NH:1][CH2:17][C:18]([C:20]2[CH:25]=[CH:24][C:23]([O:13][C:10]3[CH:4]=[CH:3][CH:2]=[CH:9][CH:8]=3)=[CH:22][CH:21]=2)=[O:19])[CH:9]=[CH:8][CH:7]=1. The yield is 0.400.